Dataset: Retrosynthesis with 50K atom-mapped reactions and 10 reaction types from USPTO. Task: Predict the reactants needed to synthesize the given product. (1) The reactants are: COC(=O)C(C)(C)NC(=O)c1cccc(Oc2ccc([N+](=O)[O-])cc2Cl)c1. Given the product CC(C)(NC(=O)c1cccc(Oc2ccc([N+](=O)[O-])cc2Cl)c1)C(=O)O, predict the reactants needed to synthesize it. (2) Given the product O=C(O)C(F)(F)F, predict the reactants needed to synthesize it. The reactants are: COc1nc2c(N)nc(OCC3CCCO3)nc2n1C1CCCCO1. (3) Given the product Cc1ccc2c(N3CCN(C(=O)OC(C)(C)C)CC3C)cccc2n1, predict the reactants needed to synthesize it. The reactants are: CC1CN(C(=O)OC(C)(C)C)CCN1.Cc1ccc2c(OS(=O)(=O)C(F)(F)F)cccc2n1. (4) Given the product CCOC(=O)CCc1cn(CCc2ccc(OCc3nc(-c4ccccc4)oc3C)cc2)nc1-c1ccccc1, predict the reactants needed to synthesize it. The reactants are: CCOC(=O)CCc1c[nH]nc1-c1ccccc1.Cc1oc(-c2ccccc2)nc1COc1ccc(CCOS(C)(=O)=O)cc1. (5) Given the product CC(C)Oc1ccc(-c2nc(-c3ccc4c(c3)CCN(CCN)CC4)no2)cc1C#N, predict the reactants needed to synthesize it. The reactants are: CC(C)Oc1ccc(-c2nc(-c3ccc4c(c3)CCN(CCNC(=O)OC(C)(C)C)CC4)no2)cc1C#N.